Dataset: Reaction yield outcomes from USPTO patents with 853,638 reactions. Task: Predict the reaction yield, written as a fraction of the theoretical maximum amount of product (1.0 means a 100% yield; for example, 0.34 means a 34% yield). (1) The reactants are [F:1][C:2]1[CH:3]=[CH:4][C:5]([C:11]([F:14])([F:13])[F:12])=[C:6]2[C:10]=1[NH:9][CH:8]=[CH:7]2.[OH-].[K+].[CH3:17][O:18][CH2:19][CH2:20]Br. The catalyst is CS(C)=O. The product is [F:1][C:2]1[CH:3]=[CH:4][C:5]([C:11]([F:14])([F:12])[F:13])=[C:6]2[C:10]=1[N:9]([CH2:20][CH2:19][O:18][CH3:17])[CH:8]=[CH:7]2. The yield is 0.560. (2) The yield is 0.120. The catalyst is CN(C=O)C.C1C=CC([P]([Pd]([P](C2C=CC=CC=2)(C2C=CC=CC=2)C2C=CC=CC=2)([P](C2C=CC=CC=2)(C2C=CC=CC=2)C2C=CC=CC=2)[P](C2C=CC=CC=2)(C2C=CC=CC=2)C2C=CC=CC=2)(C2C=CC=CC=2)C2C=CC=CC=2)=CC=1. The product is [F:39][C:34]1[CH:35]=[CH:36][CH:37]=[C:38]2[C:33]=1[C:32]([NH2:40])=[N:31][C:30]2([C:25]1[CH:26]=[CH:27][C:28]([F:29])=[C:23]([C:5]2[CH:4]=[C:3]([O:2][CH3:1])[CH:8]=[CH:7][N:6]=2)[CH:24]=1)[C:41]1[CH:46]=[N:45][CH:44]=[N:43][CH:42]=1. The reactants are [CH3:1][O:2][C:3]1[CH:8]=[CH:7][N:6]=[C:5]([Sn](CCCC)(CCCC)CCCC)[CH:4]=1.Br[C:23]1[CH:24]=[C:25]([C:30]2([C:41]3[CH:42]=[N:43][CH:44]=[N:45][CH:46]=3)[C:38]3[C:33](=[C:34]([F:39])[CH:35]=[CH:36][CH:37]=3)[C:32]([NH2:40])=[N:31]2)[CH:26]=[CH:27][C:28]=1[F:29]. (3) The reactants are Br[C:2]1[CH:3]=[N:4][CH:5]=[CH:6][CH:7]=1.[NH2:8][C:9]1[C:14]([CH3:15])=[CH:13][N:12]=[C:11]([Cl:16])[N:10]=1.C(=O)([O-])[O-].[Cs+].[Cs+]. The catalyst is O1CCOCC1.C1C=CC(/C=C/C(/C=C/C2C=CC=CC=2)=O)=CC=1.C1C=CC(/C=C/C(/C=C/C2C=CC=CC=2)=O)=CC=1.C1C=CC(/C=C/C(/C=C/C2C=CC=CC=2)=O)=CC=1.[Pd].[Pd].CC1(C)C2C(=C(P(C3C=CC=CC=3)C3C=CC=CC=3)C=CC=2)OC2C(P(C3C=CC=CC=3)C3C=CC=CC=3)=CC=CC1=2. The product is [Cl:16][C:11]1[N:10]=[C:9]([NH:8][C:2]2[CH:3]=[N:4][CH:5]=[CH:6][CH:7]=2)[C:14]([CH3:15])=[CH:13][N:12]=1. The yield is 0.570. (4) The reactants are Cl.C(OC([N:9]1[CH2:14][CH2:13][CH:12]([C:15]2[N:20]=[CH:19][C:18]([C:21]([O:23][CH3:24])=[O:22])=[CH:17][N:16]=2)[CH2:11][CH2:10]1)=O)(C)(C)C. The product is [NH:9]1[CH2:14][CH2:13][CH:12]([C:15]2[N:16]=[CH:17][C:18]([C:21]([O:23][CH3:24])=[O:22])=[CH:19][N:20]=2)[CH2:11][CH2:10]1. The yield is 0.890. The catalyst is CO. (5) The reactants are [Br:1][C:2]1[N:7]=[N:6][C:5]([NH2:8])=[CH:4][CH:3]=1.CO[CH:11](OC)[N:12]([CH3:14])[CH3:13]. No catalyst specified. The product is [Br:1][C:2]1[N:7]=[N:6][C:5]([N:8]=[CH:11][N:12]([CH3:14])[CH3:13])=[CH:4][CH:3]=1. The yield is 1.00. (6) The yield is 0.610. The product is [C:1]1([C:24]2[CH:29]=[CH:28][CH:27]=[CH:26][CH:25]=2)[CH:6]=[CH:5][CH:4]=[C:3]([NH:7][C:8](=[O:23])[CH2:9][CH2:10][CH2:11][CH2:12][CH2:13][NH:14][C:15](=[O:22])[CH2:16][S:17][CH2:18][CH2:19][CH2:47][C:48]([OH:50])=[O:49])[CH:2]=1. No catalyst specified. The reactants are [C:1]1([C:24]2[CH:29]=[CH:28][CH:27]=[CH:26][CH:25]=2)[CH:6]=[CH:5][CH:4]=[C:3]([NH:7][C:8](=[O:23])[CH2:9][CH2:10][CH2:11][CH2:12][CH2:13][NH:14][C:15](=[O:22])[CH2:16][S:17][CH2:18][C:19](O)=O)[CH:2]=1.C1(C2C=CC=CC=2)C=CC=C(NC(=O)CCCCCNC(=O)CS[CH2:47][C:48]([O:50]C)=[O:49])C=1. (7) The reactants are C([O-])(O)=O.[Na+].[Na+].[I-].[Cl:8][C:9]1[N:14]=[C:13](Cl)[C:12]([CH2:16][CH2:17]Cl)=[C:11]([CH3:19])[N:10]=1.[NH2:20][C:21]1[CH:26]=[CH:25][C:24]([CH2:27][C:28]([O:30][CH2:31][CH3:32])=[O:29])=[CH:23][CH:22]=1. The catalyst is CN(C=O)C.O. The product is [Cl:8][C:9]1[N:10]=[C:11]([CH3:19])[C:12]2[CH2:16][CH2:17][N:20]([C:21]3[CH:22]=[CH:23][C:24]([CH2:27][C:28]([O:30][CH2:31][CH3:32])=[O:29])=[CH:25][CH:26]=3)[C:13]=2[N:14]=1. The yield is 0.440. (8) The reactants are [F:1][C:2]1[CH:3]=[C:4]([CH:7]=[CH:8][CH:9]=1)[CH:5]=O.Cl.[NH2:11][OH:12].[OH-].[Na+]. The catalyst is C(O)C.O. The product is [F:1][C:2]1[CH:3]=[C:4]([CH:7]=[CH:8][CH:9]=1)/[CH:5]=[N:11]\[OH:12]. The yield is 0.930. (9) The reactants are [CH3:1][C:2]1[CH:3]=[C:4]([C:8]([OH:10])=O)[O:5][C:6]=1[CH3:7].C(N(CC)CC)C.CN(C(ON1N=NC2C=CC=NC1=2)=[N+](C)C)C.F[P-](F)(F)(F)(F)F.[NH2:42][C:43]1[CH:59]=[CH:58][C:46]([O:47][CH2:48][CH2:49][NH:50]C(=O)OC(C)(C)C)=[C:45]([C:60]2[N:64]([CH3:65])[N:63]=[CH:62][CH:61]=2)[CH:44]=1.Cl.CCOCC. The catalyst is ClCCl. The product is [NH2:50][CH2:49][CH2:48][O:47][C:46]1[CH:58]=[CH:59][C:43]([NH:42][C:8]([C:4]2[O:5][C:6]([CH3:7])=[C:2]([CH3:1])[CH:3]=2)=[O:10])=[CH:44][C:45]=1[C:60]1[N:64]([CH3:65])[N:63]=[CH:62][CH:61]=1. The yield is 0.473.